This data is from Forward reaction prediction with 1.9M reactions from USPTO patents (1976-2016). The task is: Predict the product of the given reaction. (1) Given the reactants Br[C:2]1[CH:3]=[C:4]([N:8]2[CH2:16][CH:15]3[CH2:17][N:11]4[CH2:12][CH:13]([CH2:18][CH:9]2[CH2:10]4)[CH2:14]3)[CH:5]=[N:6][CH:7]=1.[F:19][C:20]([F:31])([F:30])[C:21]1[CH:26]=[CH:25][C:24](B(O)O)=[CH:23][CH:22]=1, predict the reaction product. The product is: [F:19][C:20]([F:31])([F:30])[C:21]1[CH:26]=[CH:25][C:24]([C:2]2[CH:3]=[C:4]([N:8]3[CH2:16][CH:15]4[CH2:17][N:11]5[CH2:12][CH:13]([CH2:18][CH:9]3[CH2:10]5)[CH2:14]4)[CH:5]=[N:6][CH:7]=2)=[CH:23][CH:22]=1. (2) Given the reactants [Br-].O=[C:3]1[CH2:8][CH2:7][N:6]([C:9]([O:11][C:12]([CH3:15])([CH3:14])[CH3:13])=[O:10])[CH2:5][CH2:4]1.[C:16](O[K])(C)(C)C, predict the reaction product. The product is: [CH2:16]=[C:3]1[CH2:8][CH2:7][N:6]([C:9]([O:11][C:12]([CH3:15])([CH3:14])[CH3:13])=[O:10])[CH2:5][CH2:4]1. (3) Given the reactants [N:1]1[CH:6]=[CH:5][C:4]([C:7]2[S:11][C:10]([C:12]([OH:14])=O)=[CH:9][CH:8]=2)=[CH:3][CH:2]=1.[CH3:15][C:16]1[CH:17]=[C:18]([CH2:22][NH2:23])[CH:19]=[CH:20][CH:21]=1, predict the reaction product. The product is: [CH3:15][C:16]1[CH:17]=[C:18]([CH:19]=[CH:20][CH:21]=1)[CH2:22][NH:23][C:12]([C:10]1[S:11][C:7]([C:4]2[CH:3]=[CH:2][N:1]=[CH:6][CH:5]=2)=[CH:8][CH:9]=1)=[O:14]. (4) Given the reactants [CH3:1][O:2][C:3]([C:5]1[CH:6]=[C:7]2[C:12](=[CH:13][CH:14]=1)[O:11][CH2:10][CH:9]([NH2:15])[CH2:8]2)=[O:4].Cl[C:17]1[N:22]=[CH:21][C:20]([C:23]2[CH:24]=[N:25][CH:26]=[CH:27][CH:28]=2)=[CH:19][N:18]=1.CCOC(C)=O, predict the reaction product. The product is: [CH3:1][O:2][C:3]([C:5]1[CH:6]=[C:7]2[C:12](=[CH:13][CH:14]=1)[O:11][CH2:10][CH:9]([NH:15][C:17]1[N:18]=[CH:19][C:20]([C:23]3[CH:24]=[N:25][CH:26]=[CH:27][CH:28]=3)=[CH:21][N:22]=1)[CH2:8]2)=[O:4]. (5) Given the reactants [CH3:1][CH:2]1[O:7][CH:6]([CH3:8])[CH:5]2[C:9]3([CH2:18][C:19]4[C:24]([N:4]2[C:3]1=[O:33])=[CH:23][CH:22]=[C:21]([NH:25]C(=O)OC(C)(C)C)[CH:20]=4)[C:14](=[O:15])[NH:13][C:12](=[O:16])[NH:11][C:10]3=[O:17].[ClH:34].O1CCOCC1, predict the reaction product. The product is: [ClH:34].[NH2:25][C:21]1[CH:20]=[C:19]2[C:24](=[CH:23][CH:22]=1)[N:4]1[C:3](=[O:33])[CH:2]([CH3:1])[O:7][CH:6]([CH3:8])[CH:5]1[C:9]1([C:14](=[O:15])[NH:13][C:12](=[O:16])[NH:11][C:10]1=[O:17])[CH2:18]2.